Task: Predict which catalyst facilitates the given reaction.. Dataset: Catalyst prediction with 721,799 reactions and 888 catalyst types from USPTO (1) Reactant: [OH:1][C:2]1[CH:7]=[CH:6][C:5]([C:8]2([C:14]#[N:15])[CH2:13][CH2:12][CH2:11][CH2:10][CH2:9]2)=[CH:4][CH:3]=1.C([O-])([O-])=O.[Cs+].[Cs+].[Br:22][CH2:23][CH2:24][CH2:25]Br. Product: [Br:22][CH2:23][CH2:24][CH2:25][O:1][C:2]1[CH:3]=[CH:4][C:5]([C:8]2([C:14]#[N:15])[CH2:13][CH2:12][CH2:11][CH2:10][CH2:9]2)=[CH:6][CH:7]=1. The catalyst class is: 21. (2) Reactant: [OH:1][CH2:2][CH2:3][CH2:4][CH2:5][NH:6][C:7](=[O:13])[O:8][C:9]([CH3:12])([CH3:11])[CH3:10].[OH:14][C:15]1[CH:23]=[CH:22][CH:21]=[C:20](O)[C:16]=1[C:17]([O-:19])=[O:18].[C:25]1(P(C2C=CC=CC=2)C2C=CC=CC=2)C=CC=CC=1.N(C(OCC)=O)=NC(OCC)=O. Product: [C:9]([O:8][C:7]([NH:6][CH2:5][CH2:4][CH2:3][CH2:2][O:1][C:20]1[CH:21]=[CH:22][CH:23]=[C:15]([OH:14])[C:16]=1[C:17]([O:19][CH3:25])=[O:18])=[O:13])([CH3:10])([CH3:12])[CH3:11]. The catalyst class is: 1.